From a dataset of Full USPTO retrosynthesis dataset with 1.9M reactions from patents (1976-2016). Predict the reactants needed to synthesize the given product. (1) Given the product [CH2:1]([O:8][C@@H:9]1[C@@H:14]([O:15][CH2:16][C:17]2[CH:22]=[CH:21][CH:20]=[CH:19][CH:18]=2)[C@H:13]([O:23][CH2:24][C:25]2[CH:26]=[CH:27][CH:28]=[CH:29][CH:30]=2)[C@@H:12]([CH2:31][O:32][CH2:33][C:34]2[CH:35]=[CH:36][CH:37]=[CH:38][CH:39]=2)[O:11][C@H:10]1[C:40]1[N:41]([CH2:53][C:52]2[CH:55]=[CH:56][C:49]([CH2:47][CH3:48])=[CH:50][CH:51]=2)[CH:42]=[CH:43][CH:44]=1)[C:2]1[CH:7]=[CH:6][CH:5]=[CH:4][CH:3]=1, predict the reactants needed to synthesize it. The reactants are: [CH2:1]([O:8][C@@H:9]1[C@@H:14]([O:15][CH2:16][C:17]2[CH:22]=[CH:21][CH:20]=[CH:19][CH:18]=2)[C@H:13]([O:23][CH2:24][C:25]2[CH:30]=[CH:29][CH:28]=[CH:27][CH:26]=2)[C@@H:12]([CH2:31][O:32][CH2:33][C:34]2[CH:39]=[CH:38][CH:37]=[CH:36][CH:35]=2)[O:11][C@H:10]1[C:40]1[NH:41][CH:42]=[CH:43][CH:44]=1)[C:2]1[CH:7]=[CH:6][CH:5]=[CH:4][CH:3]=1.[OH-].[K+].[CH2:47]([C:49]1[CH:56]=[CH:55][C:52]([CH2:53]Br)=[CH:51][CH:50]=1)[CH3:48].O. (2) Given the product [CH2:1]([O:8][C:9]1[C:10]([CH2:17][CH2:18][CH2:19][CH2:20][CH2:21][CH2:22][CH2:23][CH2:24][CH2:25][CH2:26][O:27][CH2:28][O:29][CH3:30])=[N:11][C:12]([O:33][CH3:32])=[N:13][C:14]=1[CH3:15])[C:2]1[CH:7]=[CH:6][CH:5]=[CH:4][CH:3]=1, predict the reactants needed to synthesize it. The reactants are: [CH2:1]([O:8][C:9]1[C:10]([CH2:17][CH2:18][CH2:19][CH2:20][CH2:21][CH2:22][CH2:23][CH2:24][CH2:25][CH2:26][O:27][CH2:28][O:29][CH3:30])=[N:11][C:12](Cl)=[N:13][C:14]=1[CH3:15])[C:2]1[CH:7]=[CH:6][CH:5]=[CH:4][CH:3]=1.[Na].[CH3:32][OH:33]. (3) Given the product [NH2:2][C:3]1[CH:4]=[C:5]([CH2:6][NH:7][S:23]([CH3:22])(=[O:25])=[O:24])[CH:8]=[CH:9][C:10]=1[C:11]([O:13][CH3:14])=[O:12], predict the reactants needed to synthesize it. The reactants are: [Cl-].[NH2:2][C:3]1[CH:4]=[C:5]([CH:8]=[CH:9][C:10]=1[C:11]([O:13][CH3:14])=[O:12])[CH2:6][NH3+:7].C(N(CC)CC)C.[CH3:22][S:23](Cl)(=[O:25])=[O:24]. (4) Given the product [C:16]([O:15][C:13]([NH:10][C:9]1[C:5]([C:3]([OH:2])=[O:4])=[N:6][NH:7][CH:8]=1)=[O:14])([CH3:19])([CH3:18])[CH3:17], predict the reactants needed to synthesize it. The reactants are: C[O:2][C:3]([C:5]1[C:9]([NH2:10])=[CH:8][NH:7][N:6]=1)=[O:4].[OH-].[Na+].[C:13](O[C:13]([O:15][C:16]([CH3:19])([CH3:18])[CH3:17])=[O:14])([O:15][C:16]([CH3:19])([CH3:18])[CH3:17])=[O:14]. (5) The reactants are: [OH:1][C:2]1[C:11]2[C:6](=[C:7]([Br:16])[CH:8]=[C:9]([CH:12]([CH2:14][CH3:15])[CH3:13])[CH:10]=2)[N:5]=[C:4]([CH3:17])[C:3]=1[CH3:18].[H-].[Na+].[CH2:21](Br)[C:22]1[CH:27]=[CH:26][CH:25]=[CH:24][CH:23]=1.O. Given the product [CH2:21]([O:1][C:2]1[C:11]2[C:6](=[C:7]([Br:16])[CH:8]=[C:9]([CH:12]([CH2:14][CH3:15])[CH3:13])[CH:10]=2)[N:5]=[C:4]([CH3:17])[C:3]=1[CH3:18])[C:22]1[CH:27]=[CH:26][CH:25]=[CH:24][CH:23]=1, predict the reactants needed to synthesize it. (6) Given the product [C:24]([O:23][C:21](=[O:22])[CH2:20][N:7]1[C:8]2[C:4](=[CH:3][C:2]([Cl:1])=[CH:10][CH:9]=2)[C:5]([CH:11]=[O:12])=[CH:6]1)([CH3:27])([CH3:26])[CH3:25], predict the reactants needed to synthesize it. The reactants are: [Cl:1][C:2]1[CH:3]=[C:4]2[C:8](=[CH:9][CH:10]=1)[NH:7][CH:6]=[C:5]2[CH:11]=[O:12].C([O-])([O-])=O.[K+].[K+].Br[CH2:20][C:21]([O:23][C:24]([CH3:27])([CH3:26])[CH3:25])=[O:22]. (7) Given the product [OH:13][C:8]1([C:9]([F:10])([F:11])[F:12])[O:3][CH2:4][C:5](=[O:6])[CH2:7]1, predict the reactants needed to synthesize it. The reactants are: CC1(C)[O:6][C:5](=[CH:7][C:8](=[O:13])[C:9]([F:12])([F:11])[F:10])[CH2:4][O:3]1.